This data is from Forward reaction prediction with 1.9M reactions from USPTO patents (1976-2016). The task is: Predict the product of the given reaction. Given the reactants [C:1]1([S:11]([NH2:14])(=[O:13])=[O:12])[C:10]2[C:5](=[CH:6][CH:7]=[CH:8][CH:9]=2)[CH:4]=[CH:3][CH:2]=1.C(=O)([O-])[O-].[K+].[K+].Cl[C:22]([O:24][CH2:25][CH3:26])=[O:23], predict the reaction product. The product is: [C:1]1([S:11]([NH:14][C:22](=[O:23])[O:24][CH2:25][CH3:26])(=[O:12])=[O:13])[C:10]2[C:5](=[CH:6][CH:7]=[CH:8][CH:9]=2)[CH:4]=[CH:3][CH:2]=1.